The task is: Predict the reactants needed to synthesize the given product.. This data is from Full USPTO retrosynthesis dataset with 1.9M reactions from patents (1976-2016). (1) Given the product [C:1]([N:4]1[C:13]2[C:8](=[CH:9][C:10]([C:14]([O:16][CH2:17][CH3:18])=[O:15])=[CH:11][CH:12]=2)[C@H:7]([NH2:19])[C@@H:6]([CH3:30])[C@@H:5]1[CH:31]1[CH2:32][CH2:33]1)(=[O:3])[CH3:2], predict the reactants needed to synthesize it. The reactants are: [C:1]([N:4]1[C:13]2[C:8](=[CH:9][C:10]([C:14]([O:16][CH2:17][CH3:18])=[O:15])=[CH:11][CH:12]=2)[C@H:7]([NH:19]C(OCC2C=CC=CC=2)=O)[C@@H:6]([CH3:30])[C@@H:5]1[CH:31]1[CH2:33][CH2:32]1)(=[O:3])[CH3:2].C(N1C2C(=CC(C(OCC)=O)=CC=2)[C@H](NC(OCC2C=CC=CC=2)=O)[C@H](C)[C@@H]1C1CC1)(=O)C. (2) Given the product [F:25][C:26]1[CH:27]=[C:28]([NH:39][C:23]([NH:22][C:20](=[O:21])[CH2:19][C:16]2[CH:15]=[CH:14][C:13]([F:12])=[CH:18][CH:17]=2)=[O:24])[CH:29]=[CH:30][C:31]=1[O:32][C:33]1[CH:34]=[CH:35][N:36]=[CH:37][CH:38]=1, predict the reactants needed to synthesize it. The reactants are: FC1C=CC(CC(Cl)=O)=CC=1.[F:12][C:13]1[CH:18]=[CH:17][C:16]([CH2:19][C:20]([N:22]=[C:23]=[O:24])=[O:21])=[CH:15][CH:14]=1.[F:25][C:26]1[CH:27]=[C:28]([NH2:39])[CH:29]=[CH:30][C:31]=1[O:32][C:33]1[CH:38]=[CH:37][N:36]=[CH:35][CH:34]=1. (3) Given the product [P:1]([O:13][CH2:15][Cl:14])([O:3][C:4]([CH3:6])([CH3:7])[CH3:5])([O:8][C:9]([CH3:12])([CH3:11])[CH3:10])=[O:2], predict the reactants needed to synthesize it. The reactants are: [P:1]([O-:13])([O:8][C:9]([CH3:12])([CH3:11])[CH3:10])([O:3][C:4]([CH3:7])([CH3:6])[CH3:5])=[O:2].[Cl:14][CH2:15]I.